From a dataset of Reaction yield outcomes from USPTO patents with 853,638 reactions. Predict the reaction yield, written as a fraction of the theoretical maximum amount of product (1.0 means a 100% yield; for example, 0.34 means a 34% yield). (1) The reactants are N(C(OC(C)C)=O)=NC(OC(C)C)=O.[N:15]12[CH2:23][CH2:22][CH:19]([CH2:20][CH2:21]1)[N:18]([C:24]([C:26]1[C:30]3[CH:31]=[CH:32][C:33]([OH:35])=[CH:34][C:29]=3[S:28][N:27]=1)=[O:25])[CH2:17][CH2:16]2.[CH:36]1([CH2:39]O)[CH2:38][CH2:37]1.C1(P(C2C=CC=CC=2)C2C=CC=CC=2)C=CC=CC=1. The catalyst is O1CCCC1. The product is [CH:36]1([CH2:39][O:35][C:33]2[CH:32]=[CH:31][C:30]3[C:26]([C:24]([N:18]4[CH:19]5[CH2:20][CH2:21][N:15]([CH2:23][CH2:22]5)[CH2:16][CH2:17]4)=[O:25])=[N:27][S:28][C:29]=3[CH:34]=2)[CH2:38][CH2:37]1. The yield is 0.390. (2) The reactants are [CH3:1][O:2][C:3]1[CH:8]=[C:7]([O:9][CH3:10])[CH:6]=[CH:5][C:4]=1B(O)O.Br[C:15]1[CH:16]=[C:17]([CH:19]=[CH:20][CH:21]=1)[NH2:18].C([O-])([O-])=O.[Na+].[Na+]. The catalyst is COCCOC.C1C=CC([P]([Pd]([P](C2C=CC=CC=2)(C2C=CC=CC=2)C2C=CC=CC=2)([P](C2C=CC=CC=2)(C2C=CC=CC=2)C2C=CC=CC=2)[P](C2C=CC=CC=2)(C2C=CC=CC=2)C2C=CC=CC=2)(C2C=CC=CC=2)C2C=CC=CC=2)=CC=1. The product is [CH3:1][O:2][C:3]1[CH:8]=[C:7]([O:9][CH3:10])[CH:6]=[CH:5][C:4]=1[C:15]1[CH:21]=[CH:20][CH:19]=[C:17]([NH2:18])[CH:16]=1. The yield is 0.740. (3) The product is [Cl:16][C:17]1[CH:18]=[C:19]([C:25]2([C:30]([F:33])([F:32])[F:31])[CH2:29][CH2:28][N:27]([C:2]3[S:3][C:4]([C:11]([O:13][CH2:14][CH3:15])=[O:12])=[C:5]([C:7]([F:10])([F:9])[F:8])[N:6]=3)[CH2:26]2)[CH:20]=[C:21]([Cl:24])[C:22]=1[Cl:23]. The yield is 0.860. The catalyst is CN(C)C=O. The reactants are Cl[C:2]1[S:3][C:4]([C:11]([O:13][CH2:14][CH3:15])=[O:12])=[C:5]([C:7]([F:10])([F:9])[F:8])[N:6]=1.[Cl:16][C:17]1[CH:18]=[C:19]([C:25]2([C:30]([F:33])([F:32])[F:31])[CH2:29][CH2:28][NH:27][CH2:26]2)[CH:20]=[C:21]([Cl:24])[C:22]=1[Cl:23].C(=O)([O-])[O-].[K+].[K+].